Predict the reactants needed to synthesize the given product. From a dataset of Full USPTO retrosynthesis dataset with 1.9M reactions from patents (1976-2016). (1) Given the product [CH3:13][O:12][C:10]1[C:6]2[C:7](=[O:9])[O:8][C:16](=[O:18])[NH:14][C:5]=2[CH:4]=[C:3]([O:2][CH3:1])[CH:11]=1, predict the reactants needed to synthesize it. The reactants are: [CH3:1][O:2][C:3]1[CH:4]=[C:5]([NH2:14])[C:6](=[C:10]([O:12][CH3:13])[CH:11]=1)[C:7]([OH:9])=[O:8].Cl[C:16](Cl)([O:18]C(=O)OC(Cl)(Cl)Cl)Cl.O. (2) Given the product [CH:1]1([C:4]2[C:5]([N:13]3[CH2:18][CH2:17][N:16]([C:19]([C:21]4[CH:26]=[CH:25][C:24]([N:31]5[CH2:30][C@H:29]([CH3:28])[O:33][C:32]5=[O:34])=[CH:23][CH:22]=4)=[O:20])[CH2:15][CH2:14]3)=[N:6][CH:7]=[C:8]([CH:10]3[CH2:12][CH2:11]3)[CH:9]=2)[CH2:3][CH2:2]1, predict the reactants needed to synthesize it. The reactants are: [CH:1]1([C:4]2[C:5]([N:13]3[CH2:18][CH2:17][N:16]([C:19]([C:21]4[CH:26]=[CH:25][C:24](I)=[CH:23][CH:22]=4)=[O:20])[CH2:15][CH2:14]3)=[N:6][CH:7]=[C:8]([CH:10]3[CH2:12][CH2:11]3)[CH:9]=2)[CH2:3][CH2:2]1.[CH3:28][C@@H:29]1[O:33][C:32](=[O:34])[NH:31][CH2:30]1. (3) Given the product [CH:8]([O:7][C:6]([N:5]1[C:9]2[CH:10]=[CH:11][C:12]([N+:14]([O-:16])=[O:15])=[CH:13][C:8]=2[O:7][CH2:2][CH2:3][CH2:4]1)=[O:17])([CH3:13])[CH3:9], predict the reactants needed to synthesize it. The reactants are: Cl[CH2:2][CH2:3][CH2:4][N:5]1[C:9]2[CH:10]=[CH:11][C:12]([N+:14]([O-:16])=[O:15])=[CH:13][C:8]=2[O:7][C:6]1=[O:17]. (4) Given the product [F:16][C:17]([F:22])([F:21])[C:18]([OH:20])=[O:19].[NH:5]1[CH2:6][CH2:7][O:8][CH:3]([CH2:2][OH:1])[CH2:4]1, predict the reactants needed to synthesize it. The reactants are: [OH:1][CH2:2][CH:3]1[O:8][CH2:7][CH2:6][N:5](C(OC(C)(C)C)=O)[CH2:4]1.[F:16][C:17]([F:22])([F:21])[C:18]([OH:20])=[O:19]. (5) Given the product [CH2:1]([O:3][C:4](=[O:26])[CH2:5][C:6]1[CH:11]=[CH:10][C:9]([O:12][CH3:13])=[C:8]([O:14][C:15]2[CH:20]=[CH:19][C:18]([N+:21]([O-:23])=[O:22])=[CH:17][C:16]=2[CH2:24][S:30][CH2:29][C:28]([F:32])([F:31])[F:27])[CH:7]=1)[CH3:2], predict the reactants needed to synthesize it. The reactants are: [CH2:1]([O:3][C:4](=[O:26])[CH2:5][C:6]1[CH:11]=[CH:10][C:9]([O:12][CH3:13])=[C:8]([O:14][C:15]2[CH:20]=[CH:19][C:18]([N+:21]([O-:23])=[O:22])=[CH:17][C:16]=2[CH2:24]Br)[CH:7]=1)[CH3:2].[F:27][C:28]([F:32])([F:31])[CH2:29][SH:30].[H-].[Na+].